The task is: Predict hERG channel inhibition at various concentrations.. This data is from hERG Central: cardiac toxicity at 1µM, 10µM, and general inhibition. (1) The compound is CCCCN(CC)CCNC(=O)c1cc2c(-c3ccc(Cl)cc3)nn(C)c2s1. Results: hERG_inhib (hERG inhibition (general)): blocker. (2) The drug is COc1ccccc1N1CCN(Cc2c[nH]c3ccccc23)CC1. Results: hERG_inhib (hERG inhibition (general)): blocker.